Dataset: Reaction yield outcomes from USPTO patents with 853,638 reactions. Task: Predict the reaction yield, written as a fraction of the theoretical maximum amount of product (1.0 means a 100% yield; for example, 0.34 means a 34% yield). (1) The reactants are O1[C:5]2([CH2:10][CH2:9][N:8]([CH2:11][C:12]([CH3:15])([SH:14])[CH3:13])[CH2:7][CH2:6]2)[O:4]CC1.Cl.C([O-])([O-])=O.[Na+].[Na+]. The catalyst is C1COCC1. The product is [CH3:15][C:12]([SH:14])([CH3:13])[CH2:11][N:8]1[CH2:9][CH2:10][C:5](=[O:4])[CH2:6][CH2:7]1. The yield is 0.970. (2) The reactants are [CH2:1]([N:3]([CH2:30][CH3:31])[CH2:4][CH2:5][NH:6][C:7]([C:9]1[C:17]2[CH2:16][CH2:15][CH2:14]/[C:13](=[C:18]3/[C:19](=[O:28])[NH:20][C:21]4[C:26]/3=[CH:25][C:24]([F:27])=[CH:23][CH:22]=4)/[C:12]=2[NH:11][C:10]=1[CH3:29])=[O:8])[CH3:2].C(#N)C.[C:35]([OH:47])(=[O:46])[CH2:36][C:37]([CH2:42][C:43]([OH:45])=[O:44])([C:39]([OH:41])=[O:40])[OH:38]. The catalyst is ClCCl. The product is [C:35]([OH:47])(=[O:46])[CH2:36][C:37]([CH2:42][C:43]([OH:45])=[O:44])([C:39]([OH:41])=[O:40])[OH:38].[CH2:30]([N:3]([CH2:1][CH3:2])[CH2:4][CH2:5][NH:6][C:7]([C:9]1[C:17]2[CH2:16][CH2:15][CH2:14]/[C:13](=[C:18]3/[C:19](=[O:28])[NH:20][C:21]4[C:26]/3=[CH:25][C:24]([F:27])=[CH:23][CH:22]=4)/[C:12]=2[NH:11][C:10]=1[CH3:29])=[O:8])[CH3:31]. The yield is 0.920. (3) The reactants are Br[C:2]1[CH:11]=[CH:10][C:9]([O:12][CH3:13])=[CH:8][C:3]=1[C:4]([O:6][CH3:7])=[O:5].[CH:14]([O:16]CCCC)=[CH2:15].C1C=CC(P(C2C=CC=CC=2)C2C=CC=CC=2)=CC=1.CCN(CC)CC. The catalyst is CC#N.O.CC([O-])=O.CC([O-])=O.[Pd+2]. The product is [C:14]([C:2]1[CH:11]=[CH:10][C:9]([O:12][CH3:13])=[CH:8][C:3]=1[C:4]([O:6][CH3:7])=[O:5])(=[O:16])[CH3:15]. The yield is 0.990. (4) The reactants are [CH2:1]([O:8][C:9]1[CH:14]=[CH:13][C:12]([NH:15][C:16]2[C:25]3[C:20](=[CH:21][C:22]([F:36])=[C:23]([C:26]4[O:27][C:28]([CH:31]5OCC[O:32]5)=[CH:29][CH:30]=4)[CH:24]=3)[N:19]=[CH:18][N:17]=2)=[CH:11][CH:10]=1)[C:2]1[CH:7]=[CH:6][CH:5]=[CH:4][CH:3]=1.[ClH:37]. The catalyst is C1COCC1. The product is [ClH:37].[CH2:1]([O:8][C:9]1[CH:10]=[CH:11][C:12]([NH:15][C:16]2[C:25]3[C:20](=[CH:21][C:22]([F:36])=[C:23]([C:26]4[O:27][C:28]([CH:31]=[O:32])=[CH:29][CH:30]=4)[CH:24]=3)[N:19]=[CH:18][N:17]=2)=[CH:13][CH:14]=1)[C:2]1[CH:7]=[CH:6][CH:5]=[CH:4][CH:3]=1. The yield is 0.610.